From a dataset of Forward reaction prediction with 1.9M reactions from USPTO patents (1976-2016). Predict the product of the given reaction. (1) Given the reactants C12(CO)CC3CC(CC(C3)C1)C2.[CH:13]12[CH2:22][CH:17]3[CH2:18][CH:19]([CH2:21][CH:15]([CH2:16]3)[CH:14]1[OH:23])[CH2:20]2.ClC1C(F)=CC(F)=C(C=1)C(NS(C)(=O)=O)=O.[Cl:40][C:41]1[C:42](F)=[CH:43][C:44]([F:56])=[C:45]([CH:55]=1)[C:46]([NH:48][S:49](=[O:54])(=[O:53])[N:50]([CH3:52])[CH3:51])=[O:47], predict the reaction product. The product is: [CH:13]12[CH2:22][CH:17]3[CH2:18][CH:19]([CH2:21][CH:15]([CH2:16]3)[CH:14]1[O:23][C:42]1[C:41]([Cl:40])=[CH:55][C:45]([C:46]([NH:48][S:49](=[O:54])(=[O:53])[N:50]([CH3:52])[CH3:51])=[O:47])=[C:44]([F:56])[CH:43]=1)[CH2:20]2. (2) Given the reactants [F:1][C:2]1[CH:3]=[N:4][C:5]([C:8]#N)=[N:6][CH:7]=1.CC(C[AlH]CC(C)C)C.C[OH:20].Cl, predict the reaction product. The product is: [F:1][C:2]1[CH:3]=[N:4][C:5]([CH:8]=[O:20])=[N:6][CH:7]=1. (3) Given the reactants [CH3:1][O:2][C:3]1[C:10]([CH3:11])=[CH:9][CH:8]=[CH:7][C:4]=1[CH:5]=O.[NH2:12][C:13]1[CH:17]=[CH:16][NH:15][N:14]=1.O=[C:19]([CH2:26][CH2:27][CH3:28])[CH2:20][C:21]([O:23][CH2:24][CH3:25])=[O:22], predict the reaction product. The product is: [CH3:1][O:2][C:3]1[C:10]([CH3:11])=[CH:9][CH:8]=[CH:7][C:4]=1[CH:5]1[C:20]([C:21]([O:23][CH2:24][CH3:25])=[O:22])=[C:19]([CH2:26][CH2:27][CH3:28])[NH:12][C:13]2=[N:14][NH:15][CH:16]=[C:17]12.